From a dataset of Reaction yield outcomes from USPTO patents with 853,638 reactions. Predict the reaction yield, written as a fraction of the theoretical maximum amount of product (1.0 means a 100% yield; for example, 0.34 means a 34% yield). (1) The reactants are F[C:2]1[CH:7]=[CH:6][C:5]([N+:8]([O-:10])=[O:9])=[CH:4][CH:3]=1.[OH:11][C:12]1[CH:13]=[C:14]2[C:18](=[CH:19][CH:20]=1)[N:17]([CH:21]1[CH2:26][CH2:25][CH2:24][CH2:23][O:22]1)[N:16]=[C:15]2[CH:27]=[O:28].C([O-])([O-])=O.[Cs+].[Cs+]. The catalyst is O1CCOCC1.O. The product is [N+:8]([C:5]1[CH:6]=[CH:7][C:2]([O:11][C:12]2[CH:13]=[C:14]3[C:18](=[CH:19][CH:20]=2)[N:17]([CH:21]2[CH2:26][CH2:25][CH2:24][CH2:23][O:22]2)[N:16]=[C:15]3[CH:27]=[O:28])=[CH:3][CH:4]=1)([O-:10])=[O:9]. The yield is 0.520. (2) The reactants are [Br:1][C:2]1[CH:3]=[C:4]([C:8]([F:11])=[CH:9][N:10]=1)[C:5]([OH:7])=[O:6].S(Cl)(Cl)=O.[CH3:16]O. No catalyst specified. The product is [Br:1][C:2]1[CH:3]=[C:4]([C:8]([F:11])=[CH:9][N:10]=1)[C:5]([O:7][CH3:16])=[O:6]. The yield is 0.810. (3) The reactants are [F:1][C:2]1[C:7]([OH:8])=[C:6]([F:9])[C:5]([F:10])=[C:4]([F:11])[C:3]=1[F:12].C(N(CC)CC)C.[C:20](Cl)([Cl:22])=[O:21]. The catalyst is C1COCC1.C1(C)C=CC=CC=1. The product is [Cl:22][C:20]([O:8][C:7]1[C:2]([F:1])=[C:3]([F:12])[C:4]([F:11])=[C:5]([F:10])[C:6]=1[F:9])=[O:21]. The yield is 0.750. (4) The reactants are C([O:5][C:6](=O)[NH:7][C:8]1[S:9][C:10]2[C:16]([C:17]3[CH:22]=[CH:21][CH:20]=[CH:19][CH:18]=3)=[CH:15][CH:14]=[C:13]([O:23][CH3:24])[C:11]=2[N:12]=1)(C)(C)C.[NH2:26][CH2:27][CH2:28][CH2:29][N:30]1[CH:34]=[CH:33][N:32]=[CH:31]1.[ClH:35].CCO. No catalyst specified. The product is [ClH:35].[N:30]1([CH2:29][CH2:28][CH2:27][NH:26][C:6]([NH:7][C:8]2[S:9][C:10]3[C:16]([C:17]4[CH:18]=[CH:19][CH:20]=[CH:21][CH:22]=4)=[CH:15][CH:14]=[C:13]([O:23][CH3:24])[C:11]=3[N:12]=2)=[O:5])[CH:34]=[CH:33][N:32]=[CH:31]1. The yield is 0.720. (5) The reactants are [C:1]1([CH3:11])[CH:6]=[CH:5][C:4](S(O)(=O)=O)=[CH:3][CH:2]=1.[CH:12]([OH:15])(C)[CH3:13]. The yield is 0.590. The product is [CH3:6][CH:1]([CH2:2][CH3:3])[CH:11]([C:1]1[CH:6]=[CH:5][CH:4]=[CH:3][CH:2]=1)[CH2:13][CH:12]=[O:15]. The catalyst is O. (6) The reactants are Br[C:2]1[CH:7]=[CH:6][CH:5]=[CH:4][C:3]=1[CH3:8].[Cl:9][C:10]1[CH:15]=[CH:14][CH:13]=[C:12]([O:16][CH3:17])[C:11]=1B(O)O. No catalyst specified. The product is [CH3:17][O:16][C:12]1[C:11]([C:2]2[CH:7]=[CH:6][CH:5]=[CH:4][C:3]=2[CH3:8])=[C:10]([Cl:9])[CH:15]=[CH:14][CH:13]=1. The yield is 0.620.